Dataset: Forward reaction prediction with 1.9M reactions from USPTO patents (1976-2016). Task: Predict the product of the given reaction. (1) Given the reactants [C:1]1([N:7]2[CH:12]=[CH:11][C:10]([CH2:13][C:14]3[N:15]=[N:16][NH:17][CH:18]=3)=[C:9]([O:19]C)[C:8]2=[O:21])[CH:6]=[CH:5][CH:4]=[CH:3][CH:2]=1.B(Br)(Br)Br.C(Cl)Cl, predict the reaction product. The product is: [C:1]1([N:7]2[CH:12]=[CH:11][C:10]([CH2:13][C:14]3[N:15]=[N:16][NH:17][CH:18]=3)=[C:9]([OH:19])[C:8]2=[O:21])[CH:2]=[CH:3][CH:4]=[CH:5][CH:6]=1. (2) Given the reactants [OH-].[Na+].C[O:4][C:5]([C:7]1([NH:13][C:14]([C:16]2[CH:20]=[CH:19][O:18][CH:17]=2)=[O:15])[CH2:12][CH2:11][CH2:10][CH2:9][CH2:8]1)=[O:6].CCOCC, predict the reaction product. The product is: [O:18]1[CH:19]=[CH:20][C:16]([C:14]([NH:13][C:7]2([C:5]([OH:6])=[O:4])[CH2:12][CH2:11][CH2:10][CH2:9][CH2:8]2)=[O:15])=[CH:17]1. (3) Given the reactants [CH3:1][CH2:2][CH2:3][CH2:4][C:5]1[O:13][C:12]2[CH:11]=[CH:10][C:9]([NH:14]S(C)(=O)=O)=[CH:8][C:7]=2[C:6]=1C(C1C=CC(OCCCN(CCCC)CCCC)=CC=1)=O.C(C1OC2C=CC([N+]([O-])=O)=CC=2C=1)CCC.[H][H], predict the reaction product. The product is: [CH2:4]([C:5]1[O:13][C:12]2[CH:11]=[CH:10][C:9]([NH2:14])=[CH:8][C:7]=2[CH:6]=1)[CH2:3][CH2:2][CH3:1]. (4) The product is: [CH3:8][C:5]1[CH:6]=[CH:7][C:2]([B:25]([OH:26])[OH:24])=[CH:3][CH:4]=1. Given the reactants Br[C:2]1[CH:7]=[CH:6][C:5]([CH3:8])=[CH:4][CH:3]=1.C([Li])CCC.CCCCCC.C([O:24][B:25](OCCCC)[O:26]CCCC)CCC.Cl, predict the reaction product. (5) Given the reactants [NH:1]1[C:5]2=[N:6][CH:7]=[CH:8][CH:9]=[C:4]2[C:3]([C:10]([C:12]2[CH:13]=[CH:14][C:15]([NH:18][CH2:19][C:20]3[CH:25]=[CH:24][C:23]([C:26]([F:29])([F:28])[F:27])=[CH:22][CH:21]=3)=[N:16][CH:17]=2)=[CH2:11])=[CH:2]1, predict the reaction product. The product is: [NH:1]1[C:5]2=[N:6][CH:7]=[CH:8][CH:9]=[C:4]2[C:3]([CH:10]([C:12]2[CH:13]=[CH:14][C:15]([NH:18][CH2:19][C:20]3[CH:21]=[CH:22][C:23]([C:26]([F:27])([F:29])[F:28])=[CH:24][CH:25]=3)=[N:16][CH:17]=2)[CH3:11])=[CH:2]1. (6) Given the reactants CS(C)=O.C(Cl)(=O)C(Cl)=O.[Cl:11][C:12]1[CH:13]=[C:14]([CH:28]=[C:29]([CH2:31][OH:32])[CH:30]=1)[CH2:15][O:16][C:17]1[CH:22]=[CH:21][CH:20]=[CH:19][C:18]=1[CH2:23][C:24]([O:26][CH3:27])=[O:25], predict the reaction product. The product is: [Cl:11][C:12]1[CH:13]=[C:14]([CH:28]=[C:29]([CH:31]=[O:32])[CH:30]=1)[CH2:15][O:16][C:17]1[CH:22]=[CH:21][CH:20]=[CH:19][C:18]=1[CH2:23][C:24]([O:26][CH3:27])=[O:25]. (7) Given the reactants [CH3:1][C:2]1[N:6]=[C:5]([CH3:7])[N:4]([C:8]2[CH:13]=[C:12](I)[N:11]=[C:10]([CH3:15])[N:9]=2)[N:3]=1.[Cl:16]C1C=C(Cl)N=C(C)N=1.CC1N=C(C)NN=1.C([O-])([O-])=O.[Cs+].[Cs+], predict the reaction product. The product is: [Cl:16][C:12]1[CH:13]=[C:8]([N:4]2[C:5]([CH3:7])=[N:6][C:2]([CH3:1])=[N:3]2)[N:9]=[C:10]([CH3:15])[N:11]=1. (8) Given the reactants [CH3:1][C:2]([C:8]1[CH:13]=[CH:12][CH:11]=[CH:10][N:9]=1)([CH3:7])[C:3]([NH:5][NH2:6])=[O:4].[CH:14]1([C:17](Cl)=[O:18])[CH2:16][CH2:15]1.C(N(CC)CC)C, predict the reaction product. The product is: [CH3:7][C:2]([C:8]1[CH:13]=[CH:12][CH:11]=[CH:10][N:9]=1)([CH3:1])[C:3]([N:5]([C:17]([CH:14]1[CH2:16][CH2:15]1)=[O:18])[NH2:6])=[O:4]. (9) Given the reactants [CH3:1][O:2][C:3]1[CH:4]=[CH:5][C:6]([C:17](=O)[C:18]([CH3:24])([CH3:23])[C:19](OC)=[O:20])=[C:7]2[C:12]=1[N:11]=[C:10]([C:13]([F:16])([F:15])[F:14])[CH:9]=[CH:8]2.C(O)(=O)C.O.[NH2:31][NH2:32].O, predict the reaction product. The product is: [CH3:1][O:2][C:3]1[CH:4]=[CH:5][C:6]([C:17]2[C:18]([CH3:24])([CH3:23])[C:19](=[O:20])[NH:32][N:31]=2)=[C:7]2[C:12]=1[N:11]=[C:10]([C:13]([F:16])([F:15])[F:14])[CH:9]=[CH:8]2.